Dataset: NCI-60 drug combinations with 297,098 pairs across 59 cell lines. Task: Regression. Given two drug SMILES strings and cell line genomic features, predict the synergy score measuring deviation from expected non-interaction effect. (1) Cell line: IGROV1. Synergy scores: CSS=41.8, Synergy_ZIP=2.95, Synergy_Bliss=2.68, Synergy_Loewe=-37.7, Synergy_HSA=2.29. Drug 2: CC1C(C(CC(O1)OC2CC(CC3=C2C(=C4C(=C3O)C(=O)C5=C(C4=O)C(=CC=C5)OC)O)(C(=O)CO)O)N)O.Cl. Drug 1: C(CN)CNCCSP(=O)(O)O. (2) Drug 1: COC1=CC(=CC(=C1O)OC)C2C3C(COC3=O)C(C4=CC5=C(C=C24)OCO5)OC6C(C(C7C(O6)COC(O7)C8=CC=CS8)O)O. Drug 2: C1CC(C1)(C(=O)O)C(=O)O.[NH2-].[NH2-].[Pt+2]. Cell line: SN12C. Synergy scores: CSS=37.1, Synergy_ZIP=-13.4, Synergy_Bliss=-7.63, Synergy_Loewe=-24.0, Synergy_HSA=-4.24. (3) Drug 1: C1=NC2=C(N1)C(=S)N=CN2. Drug 2: N.N.Cl[Pt+2]Cl. Cell line: UACC62. Synergy scores: CSS=33.9, Synergy_ZIP=-11.5, Synergy_Bliss=-11.0, Synergy_Loewe=-8.25, Synergy_HSA=-6.13. (4) Drug 1: CN(CC1=CN=C2C(=N1)C(=NC(=N2)N)N)C3=CC=C(C=C3)C(=O)NC(CCC(=O)O)C(=O)O. Drug 2: CN1C(=O)N2C=NC(=C2N=N1)C(=O)N. Cell line: OVCAR-4. Synergy scores: CSS=35.0, Synergy_ZIP=-1.18, Synergy_Bliss=-3.25, Synergy_Loewe=-42.4, Synergy_HSA=-5.85.